From a dataset of Forward reaction prediction with 1.9M reactions from USPTO patents (1976-2016). Predict the product of the given reaction. Given the reactants C(#N)C.[CH2:4](Br)[C:5]1[CH:10]=[CH:9][CH:8]=[CH:7][CH:6]=1.[OH:12][C:13]1[CH:14]=[C:15]([CH:18]=[CH:19][CH:20]=1)[CH:16]=[O:17].C(=O)([O-])[O-].[K+].[K+], predict the reaction product. The product is: [CH2:4]([O:12][C:13]1[CH:14]=[C:15]([CH:18]=[CH:19][CH:20]=1)[CH:16]=[O:17])[C:5]1[CH:10]=[CH:9][CH:8]=[CH:7][CH:6]=1.